From a dataset of Full USPTO retrosynthesis dataset with 1.9M reactions from patents (1976-2016). Predict the reactants needed to synthesize the given product. (1) Given the product [CH3:27][O:21][C:20](=[O:22])[CH2:19][C:15]1[CH:16]=[N:17][CH:18]=[C:13]([N:7]2[CH2:6][CH2:5][C:4]3[C:9](=[CH:10][CH:11]=[C:2]([Cl:1])[CH:3]=3)[C:8]2=[O:12])[CH:14]=1, predict the reactants needed to synthesize it. The reactants are: [Cl:1][C:2]1[CH:3]=[C:4]2[C:9](=[CH:10][CH:11]=1)[C:8](=[O:12])[N:7]([C:13]1[CH:14]=[C:15]([CH2:19][C:20]([OH:22])=[O:21])[CH:16]=[N:17][CH:18]=1)[CH2:6][CH2:5]2.S(Cl)(Cl)=O.[CH3:27]O. (2) The reactants are: [CH3:1][C:2]1[CH:7]=[CH:6][C:5]([CH3:8])=[CH:4][C:3]=1[N:9]1[CH2:14][CH2:13][N:12]([C:15]([CH:17]2[CH2:19][N:18]2[S:20]([C:23]2[CH:28]=[CH:27][C:26]([CH3:29])=[CH:25][CH:24]=2)(=[O:22])=[O:21])=[O:16])[CH2:11][CH2:10]1.[I-].[Na+].[C:32]1([N:38]=[C:39]=[O:40])[CH:37]=[CH:36][CH:35]=[CH:34][CH:33]=1. Given the product [CH3:1][C:2]1[CH:7]=[CH:6][C:5]([CH3:8])=[CH:4][C:3]=1[N:9]1[CH2:10][CH2:11][N:12]([C:15]([CH:17]2[CH2:19][N:18]([S:20]([C:23]3[CH:28]=[CH:27][C:26]([CH3:29])=[CH:25][CH:24]=3)(=[O:22])=[O:21])[C:39](=[O:40])[N:38]2[C:32]2[CH:37]=[CH:36][CH:35]=[CH:34][CH:33]=2)=[O:16])[CH2:13][CH2:14]1, predict the reactants needed to synthesize it. (3) Given the product [C:1]([N:4]1[C:13]2[C:12]3=[N:14][C:15]([CH3:17])=[CH:16][N:11]3[CH:10]=[CH:9][C:8]=2[C@@H:7]([O:18][CH2:40][CH2:41][O:42][CH3:43])[C@H:6]([O:19][C:20](=[O:25])[C:21]([CH3:24])([CH3:23])[CH3:22])[C@H:5]1[C:26]1[CH:27]=[CH:28][CH:29]=[CH:30][CH:31]=1)(=[O:3])[CH3:2], predict the reactants needed to synthesize it. The reactants are: [C:1]([N:4]1[C:13]2[C:12]3=[N:14][C:15]([CH3:17])=[CH:16][N:11]3[CH:10]=[CH:9][C:8]=2[C@@H:7]([OH:18])[C@H:6]([O:19][C:20](=[O:25])[C:21]([CH3:24])([CH3:23])[CH3:22])[C@H:5]1[C:26]1[CH:31]=[CH:30][CH:29]=[CH:28][CH:27]=1)(=[O:3])[CH3:2].O([CH2:40][CH2:41][O:42][CH3:43])S(C(F)(F)F)(=O)=O.[H-].[Na+]. (4) Given the product [CH:16]1([CH2:15][N:12]2[C:11]3[C:10]([C:19]([NH2:21])=[O:20])=[CH:9][C:8]([C:22]4[C:23]([CH3:28])=[N:24][O:25][C:26]=4[CH3:27])=[CH:7][C:6]=3[C:5]3[C:13]2=[CH:14][C:2]([NH:1][C:33](=[O:34])[NH:32][CH2:35][CH3:36])=[CH:3][CH:4]=3)[CH2:18][CH2:17]1, predict the reactants needed to synthesize it. The reactants are: [NH2:1][C:2]1[CH:14]=[C:13]2[C:5]([C:6]3[CH:7]=[C:8]([C:22]4[C:23]([CH3:28])=[N:24][O:25][C:26]=4[CH3:27])[CH:9]=[C:10]([C:19]([NH2:21])=[O:20])[C:11]=3[N:12]2[CH2:15][CH:16]2[CH2:18][CH2:17]2)=[CH:4][CH:3]=1.C(Cl)Cl.[N:32]([CH2:35][CH3:36])=[C:33]=[O:34]. (5) Given the product [Cl:1][C:2]1[CH:7]=[CH:6][C:5]([NH:8][C:9]([NH:35][C:33]2[CH:32]=[CH:31][C:29]3[N:30]=[C:26]([NH:25][C:16]4[C:15]5[C:20](=[CH:21][C:22]([O:23][CH3:24])=[C:13]([O:12][CH3:11])[CH:14]=5)[N:19]=[CH:18][N:17]=4)[S:27][C:28]=3[CH:34]=2)=[O:10])=[CH:4][CH:3]=1, predict the reactants needed to synthesize it. The reactants are: [Cl:1][C:2]1[CH:7]=[CH:6][C:5]([N:8]=[C:9]=[O:10])=[CH:4][CH:3]=1.[CH3:11][O:12][C:13]1[CH:14]=[C:15]2[C:20](=[CH:21][C:22]=1[O:23][CH3:24])[N:19]=[CH:18][N:17]=[C:16]2[NH:25][C:26]1[S:27][C:28]2[CH:34]=[C:33]([NH2:35])[CH:32]=[CH:31][C:29]=2[N:30]=1.ClCCl. (6) The reactants are: [Cl:1][C:2]1[CH:7]=[C:6]([Cl:8])[CH:5]=[CH:4][C:3]=1[C:9]1[C:17]2[O:16][CH:15]([CH2:18][NH2:19])[CH2:14][C:13]=2[CH:12]=[CH:11][CH:10]=1.C(N(C(C)C)CC)(C)C.Cl[C:30]([O:32][CH2:33][C:34]1[CH:39]=[CH:38][CH:37]=[CH:36][CH:35]=1)=[O:31]. Given the product [Cl:1][C:2]1[CH:7]=[C:6]([Cl:8])[CH:5]=[CH:4][C:3]=1[C:9]1[C:17]2[O:16][CH:15]([CH2:18][NH:19][C:30](=[O:31])[O:32][CH2:33][C:34]3[CH:39]=[CH:38][CH:37]=[CH:36][CH:35]=3)[CH2:14][C:13]=2[CH:12]=[CH:11][CH:10]=1, predict the reactants needed to synthesize it.